This data is from Forward reaction prediction with 1.9M reactions from USPTO patents (1976-2016). The task is: Predict the product of the given reaction. (1) The product is: [Cl:1][C:2]1[N:7]=[CH:6][C:5]([NH:8][C:9]2[C:14]([C:15]3[N:20]=[C:19]([CH3:21])[N:18]=[C:17]([NH2:22])[N:16]=3)=[CH:13][C:12]([C@H:41]([N:43]3[CH2:44][CH2:45][N:46]([S:49]([CH3:52])(=[O:51])=[O:50])[CH2:47][CH2:48]3)[CH3:42])=[CH:11][N:10]=2)=[CH:4][C:3]=1[O:53][CH3:54]. Given the reactants [Cl:1][C:2]1[N:7]=[CH:6][C:5]([NH:8][C:9]2[C:14]([C:15]3[N:20]=[C:19]([CH3:21])[N:18]=[C:17]([N:22](CC4C=CC(OC)=CC=4)CC4C=CC(OC)=CC=4)[N:16]=3)=[CH:13][C:12]([C@H:41]([N:43]3[CH2:48][CH2:47][N:46]([S:49]([CH3:52])(=[O:51])=[O:50])[CH2:45][CH2:44]3)[CH3:42])=[CH:11][N:10]=2)=[CH:4][C:3]=1[O:53][CH3:54].FC(F)(F)S(O)(=O)=O, predict the reaction product. (2) Given the reactants Cl[C:2]1[C:7]2=[C:8]([C:17]3[CH:22]=[CH:21][C:20]([O:23][CH3:24])=[CH:19][CH:18]=3)[C:9]([C:11]3[CH:16]=[CH:15][CH:14]=[CH:13][CH:12]=3)=[CH:10][N:6]2[N:5]=[CH:4][N:3]=1.[OH:25][CH:26]([CH3:38])[CH2:27][CH2:28][CH2:29][CH2:30][C:31]([O:33][C:34]([CH3:37])([CH3:36])[CH3:35])=[O:32], predict the reaction product. The product is: [CH3:24][O:23][C:20]1[CH:21]=[CH:22][C:17]([C:8]2[C:9]([C:11]3[CH:16]=[CH:15][CH:14]=[CH:13][CH:12]=3)=[CH:10][N:6]3[C:7]=2[C:2]([O:25][C@H:26]([CH3:38])[CH2:27][CH2:28][CH2:29][CH2:30][C:31]([O:33][C:34]([CH3:37])([CH3:36])[CH3:35])=[O:32])=[N:3][CH:4]=[N:5]3)=[CH:18][CH:19]=1. (3) Given the reactants [N+:1]([C:4]1[CH:5]=[CH:6][C:7]2[O:12][C@:11]([CH3:18])([CH:13]([O:16][CH3:17])[O:14][CH3:15])[C@H:10]3[O:19][C@H:9]3[C:8]=2[CH:20]=1)([O-:3])=[O:2].[CH3:21][C:22]1[CH:27]=[C:26]([CH3:28])[CH:25]=[CH:24][C:23]=1[NH:29][CH2:30][C:31]1[NH:32][CH:33]=[CH:34][N:35]=1, predict the reaction product. The product is: [N+:1]([C:4]1[CH:5]=[CH:6][C:7]2[O:12][C@:11]([CH3:18])([CH:13]([O:16][CH3:17])[O:14][CH3:15])[C@@H:10]([OH:19])[C@H:9]([N:29]([C:23]3[CH:24]=[CH:25][C:26]([CH3:28])=[CH:27][C:22]=3[CH3:21])[CH2:30][C:31]3[NH:35][CH:34]=[CH:33][N:32]=3)[C:8]=2[CH:20]=1)([O-:3])=[O:2]. (4) Given the reactants [CH2:1]([O:3][C:4](=[O:21])[C:5](=[C:7]1[C:16](=O)[C:15]2[C:10](=[CH:11][C:12]([O:19][CH3:20])=[C:13]([Br:18])[CH:14]=2)[O:9][CH2:8]1)O)[CH3:2].Cl.[NH:23]([C:25]1[S:26][CH:27]=[CH:28][N:29]=1)[NH2:24], predict the reaction product. The product is: [Br:18][C:13]1[C:12]([O:19][CH3:20])=[CH:11][C:10]2[O:9][CH2:8][C:7]3[C:5]([C:4]([O:3][CH2:1][CH3:2])=[O:21])=[N:24][N:23]([C:25]4[S:26][CH:27]=[CH:28][N:29]=4)[C:16]=3[C:15]=2[CH:14]=1. (5) The product is: [BrH:26].[CH:5]1([C:12]([OH:14])=[O:13])[CH:6]2[CH2:11][CH2:10][CH2:9][CH:7]2[CH2:8][NH:4]1. Given the reactants C([N:4]1[CH2:8][CH:7]2[CH2:9][CH2:10][CH2:11][CH:6]2[C:5]1(C(OCC)=O)[C:12]([O:14]CC)=[O:13])(=O)C.CC(O)=O.[BrH:26], predict the reaction product. (6) Given the reactants [CH3:1][O:2][C:3]1[CH:8]=[C:7](B2OC(C)(C)C(C)(C)O2)[CH:6]=[CH:5][C:4]=1[C:18]1[N:23]=[N:22][C:21]([N:24]([CH3:35])[CH:25]2[CH2:30][C:29]([CH3:32])([CH3:31])[NH:28][C:27]([CH3:34])([CH3:33])[CH2:26]2)=[CH:20][CH:19]=1.Br[C:37]1[N:38]=[CH:39][N:40]([CH2:42][O:43][CH2:44][CH2:45][Si:46]([CH3:49])([CH3:48])[CH3:47])[CH:41]=1.C([O-])([O-])=O.[Na+].[Na+].COCCOC, predict the reaction product. The product is: [CH3:1][O:2][C:3]1[CH:8]=[C:7]([C:37]2[N:38]=[CH:39][N:40]([CH2:42][O:43][CH2:44][CH2:45][Si:46]([CH3:49])([CH3:48])[CH3:47])[CH:41]=2)[CH:6]=[CH:5][C:4]=1[C:18]1[N:23]=[N:22][C:21]([N:24]([CH3:35])[CH:25]2[CH2:30][C:29]([CH3:31])([CH3:32])[NH:28][C:27]([CH3:34])([CH3:33])[CH2:26]2)=[CH:20][CH:19]=1. (7) Given the reactants C[O:2][C:3]([C:5]1[S:9][C:8]([N:10]2[CH2:15][CH2:14][N:13]([C:16](=[O:24])[CH2:17][C:18]3[CH:23]=[CH:22][CH:21]=[CH:20][CH:19]=3)[CH2:12][CH2:11]2)=[N:7][CH:6]=1)=[O:4].Cl.NO.C[O-].[Na+].CO.Cl, predict the reaction product. The product is: [C:18]1([CH2:17][C:16]([N:13]2[CH2:14][CH2:15][N:10]([C:8]3[S:9][C:5]([C:3]([OH:4])=[O:2])=[CH:6][N:7]=3)[CH2:11][CH2:12]2)=[O:24])[CH:23]=[CH:22][CH:21]=[CH:20][CH:19]=1.